From a dataset of Reaction yield outcomes from USPTO patents with 853,638 reactions. Predict the reaction yield, written as a fraction of the theoretical maximum amount of product (1.0 means a 100% yield; for example, 0.34 means a 34% yield). (1) The reactants are [CH2:1]([N:8]1[CH2:12][CH:11]([C:13]2[CH:18]=[CH:17][C:16]([Cl:19])=[CH:15][CH:14]=2)[CH:10]([NH2:20])[CH2:9]1)[C:2]1[CH:7]=[CH:6][CH:5]=[CH:4][CH:3]=1.[C:21]([O-])([O-])=O.[K+].[K+].ClC(OCC)=O.B. The catalyst is C1COCC1.O. The product is [CH2:1]([N:8]1[CH2:12][C@@H:11]([C:13]2[CH:14]=[CH:15][C:16]([Cl:19])=[CH:17][CH:18]=2)[C@H:10]([NH:20][CH3:21])[CH2:9]1)[C:2]1[CH:3]=[CH:4][CH:5]=[CH:6][CH:7]=1. The yield is 0.770. (2) The reactants are CC([O-])(C)C.[Na+].Br[C:8]1[CH:9]=[C:10]([C:14]2[N:23]([C:24]3[CH:29]=[CH:28][C:27]([Cl:30])=[CH:26][CH:25]=3)[C:22](=[O:31])[C:21]3[C:16](=[CH:17][CH:18]=[CH:19][CH:20]=3)[N:15]=2)[CH:11]=[N:12][CH:13]=1.[NH:32]([CH2:35][CH3:36])[CH2:33][CH3:34]. The catalyst is C1(C)C=CC=CC=1.CC([O-])=O.CC([O-])=O.[Pd+2].C1C=CC(P(C2C=CC=CC=2)[C-]2C=CC=C2)=CC=1.C1C=CC(P(C2C=CC=CC=2)[C-]2C=CC=C2)=CC=1.[Fe+2]. The product is [Cl:30][C:27]1[CH:28]=[CH:29][C:24]([N:23]2[C:22](=[O:31])[C:21]3[C:16](=[CH:17][CH:18]=[CH:19][CH:20]=3)[N:15]=[C:14]2[C:10]2[CH:11]=[N:12][CH:13]=[C:8]([N:32]([CH2:35][CH3:36])[CH2:33][CH3:34])[CH:9]=2)=[CH:25][CH:26]=1. The yield is 0.100. (3) The reactants are CC(C)([O-])C.[K+].[NH2:7][C:8]1[CH:13]=[CH:12][C:11]([CH2:14][C:15]#[N:16])=[CH:10][CH:9]=1.[N:17]([C:20]1[CH:25]=[CH:24][C:23]([C:26]([F:29])([F:28])[F:27])=[CH:22][C:21]=1[F:30])=[N+:18]=[N-:19]. The catalyst is C(O)(C)(C)C. The product is [NH2:7][C:8]1[CH:13]=[CH:12][C:11]([C:14]2[N:19]=[N:18][N:17]([C:20]3[CH:25]=[CH:24][C:23]([C:26]([F:28])([F:29])[F:27])=[CH:22][C:21]=3[F:30])[C:15]=2[NH2:16])=[CH:10][CH:9]=1. The yield is 0.210.